From a dataset of Full USPTO retrosynthesis dataset with 1.9M reactions from patents (1976-2016). Predict the reactants needed to synthesize the given product. (1) Given the product [CH3:22][O:21][C:17]1[CH:16]=[C:15]2[C:20](=[CH:19][CH:18]=1)[C:11]([CH:8]1[CH2:9][CH2:10][NH:5][CH2:6][CH2:7]1)=[N:12][CH2:13][CH2:14]2, predict the reactants needed to synthesize it. The reactants are: FC(F)(F)C([N:5]1[CH2:10][CH2:9][CH:8]([C:11]2[C:20]3[C:15](=[CH:16][C:17]([O:21][CH3:22])=[CH:18][CH:19]=3)[CH2:14][CH2:13][N:12]=2)[CH2:7][CH2:6]1)=O.C([O-])([O-])=O.[K+].[K+]. (2) Given the product [CH3:1][C:2]1([CH3:33])[CH2:10][C:9]2[N:8]([C:11]3[CH:18]=[C:17]([NH:19][C@H:20]4[CH2:21][CH2:22][C@H:23]([OH:26])[CH2:24][CH2:25]4)[C:14]([C:15]([NH2:16])=[O:34])=[C:13]([F:27])[CH:12]=3)[CH:7]=[C:6]([C:28]([F:31])([F:30])[F:29])[C:5]=2[C:4](=[O:32])[CH2:3]1, predict the reactants needed to synthesize it. The reactants are: [CH3:1][C:2]1([CH3:33])[CH2:10][C:9]2[N:8]([C:11]3[CH:18]=[C:17]([NH:19][CH:20]4[CH2:25][CH2:24][CH:23]([OH:26])[CH2:22][CH2:21]4)[C:14]([C:15]#[N:16])=[C:13]([F:27])[CH:12]=3)[CH:7]=[C:6]([C:28]([F:31])([F:30])[F:29])[C:5]=2[C:4](=[O:32])[CH2:3]1.[OH-:34].[Na+].OO. (3) Given the product [NH2:1][C:4]1[CH:5]=[C:6]([C:10]2[CH:18]=[C:17]3[C:13]([CH:14]=[CH:15][N:16]3[C:19]3[CH:24]=[CH:23][N:22]=[C:21]([NH2:25])[N:20]=3)=[CH:12][CH:11]=2)[CH:7]=[CH:8][CH:9]=1, predict the reactants needed to synthesize it. The reactants are: [N+:1]([C:4]1[CH:5]=[C:6]([C:10]2[CH:18]=[C:17]3[C:13]([CH:14]=[CH:15][N:16]3[C:19]3[CH:24]=[CH:23][N:22]=[C:21]([NH2:25])[N:20]=3)=[CH:12][CH:11]=2)[CH:7]=[CH:8][CH:9]=1)([O-])=O.O.O.Cl[Sn]Cl.C(=O)(O)[O-].[Na+]. (4) Given the product [F:1][C:2]1[CH:7]=[CH:6][C:5]([CH2:8][C:9]2[CH:10]=[C:11]3[C:12]([C:15]([OH:16])=[C:38]([C:39]([O:41][CH2:42][CH3:43])=[O:40])[C:37](=[O:44])[N:20]3[CH2:21][CH2:22][CH2:23][N:24]([CH3:35])[C:25]([O:27][CH2:28][C:29]3[CH:30]=[CH:31][CH:32]=[CH:33][CH:34]=3)=[O:26])=[N:13][CH:14]=2)=[CH:4][CH:3]=1, predict the reactants needed to synthesize it. The reactants are: [F:1][C:2]1[CH:7]=[CH:6][C:5]([CH2:8][C:9]2[CH:10]=[C:11]([NH:20][CH2:21][CH2:22][CH2:23][N:24]([CH3:35])[C:25]([O:27][CH2:28][C:29]3[CH:34]=[CH:33][CH:32]=[CH:31][CH:30]=3)=[O:26])[C:12]([C:15](OCC)=[O:16])=[N:13][CH:14]=2)=[CH:4][CH:3]=1.Cl[C:37](=[O:44])[CH2:38][C:39]([O:41][CH2:42][CH3:43])=[O:40]. (5) Given the product [OH:12][CH2:11][CH2:10][CH2:9][N:8]([CH3:1])[C:13](=[O:14])[O:15][C:16]([CH3:19])([CH3:18])[CH3:17], predict the reactants needed to synthesize it. The reactants are: [C:1](=O)([O-])[O-].[Na+].[Na+].O.[NH2:8][CH2:9][CH2:10][CH2:11][OH:12].[C:13](O[C:13]([O:15][C:16]([CH3:19])([CH3:18])[CH3:17])=[O:14])([O:15][C:16]([CH3:19])([CH3:18])[CH3:17])=[O:14].